Dataset: Full USPTO retrosynthesis dataset with 1.9M reactions from patents (1976-2016). Task: Predict the reactants needed to synthesize the given product. (1) Given the product [C:9]([O:12][CH2:13][C:14]([NH:6][C:5]1[CH:7]=[CH:8][C:2]([I:1])=[CH:3][CH:4]=1)=[O:15])(=[O:11])[CH3:10], predict the reactants needed to synthesize it. The reactants are: [I:1][C:2]1[CH:8]=[CH:7][C:5]([NH2:6])=[CH:4][CH:3]=1.[C:9]([O:12][CH2:13][C:14](Cl)=[O:15])(=[O:11])[CH3:10].O. (2) Given the product [NH2:1][C:2]1[N:7]([C:8]2[CH:9]=[CH:10][CH:11]=[CH:12][CH:13]=2)[C:6]([NH:23][C:22]2[CH:24]=[CH:25][C:19]([S:18][CH3:17])=[CH:20][CH:21]=2)=[N:5][C:4](=[O:16])[CH:3]=1, predict the reactants needed to synthesize it. The reactants are: [NH2:1][C:2]1[N:7]([C:8]2[CH:13]=[CH:12][CH:11]=[CH:10][CH:9]=2)[C:6](SC)=[N:5][C:4](=[O:16])[CH:3]=1.[CH3:17][S:18][C:19]1[CH:25]=[CH:24][C:22]([NH2:23])=[CH:21][CH:20]=1.[K+].[Br-]. (3) The reactants are: [C:1]([O:5][C:6]([NH:8][C@@H:9]1[CH2:14][CH2:13][C@H:12]([NH:15][C:16]([C:18]2[C:19]([NH:25][C:26]3[CH:27]=[C:28]([CH:33]=[CH:34][CH:35]=3)[C:29]([O:31][CH3:32])=[O:30])=[N:20][CH:21]=[C:22]([F:24])[CH:23]=2)=[O:17])[CH2:11][CH2:10]1)=[O:7])([CH3:4])([CH3:3])[CH3:2].[H-].[Na+].[C:38](N1C=CN=C1)(N1C=CN=C1)=[O:39].C(OCC)(=O)C. Given the product [C:1]([O:5][C:6]([NH:8][C@@H:9]1[CH2:14][CH2:13][C@H:12]([N:15]2[C:16](=[O:17])[C:18]3[CH:23]=[C:22]([F:24])[CH:21]=[N:20][C:19]=3[N:25]([C:26]3[CH:27]=[C:28]([CH:33]=[CH:34][CH:35]=3)[C:29]([O:31][CH3:32])=[O:30])[C:38]2=[O:39])[CH2:11][CH2:10]1)=[O:7])([CH3:4])([CH3:2])[CH3:3], predict the reactants needed to synthesize it.